Dataset: Full USPTO retrosynthesis dataset with 1.9M reactions from patents (1976-2016). Task: Predict the reactants needed to synthesize the given product. (1) Given the product [NH:10]1[C:22]2[C:21]3[CH:20]=[CH:19][CH:18]=[CH:17][C:16]=3[N:15]=[CH:14][C:13]=2[N:12]=[CH:11]1, predict the reactants needed to synthesize it. The reactants are: C(Br)C#C.ClCCl.[OH-].[Na+].[N:10]1(CCO)[C:22]2[C:21]3[CH:20]=[CH:19][CH:18]=[CH:17][C:16]=3[N:15]=[CH:14][C:13]=2[N:12]=[CH:11]1. (2) Given the product [CH2:10]([C:13]([CH2:8][N:6]1[CH:7]=[C:3]([Cl:2])[CH:4]=[N:5]1)([C:16]#[N:17])[C:14]#[N:15])[CH:11]=[CH2:12], predict the reactants needed to synthesize it. The reactants are: Cl.[Cl:2][C:3]1[CH:4]=[N:5][N:6]([CH2:8]Cl)[CH:7]=1.[CH2:10]([CH:13]([C:16]#[N:17])[C:14]#[N:15])[CH:11]=[CH2:12].C(=O)([O-])[O-].[K+].[K+].O. (3) Given the product [O:1]1[C:5]2[CH:6]=[CH:7][CH:8]=[CH:9][C:4]=2[CH:3]=[C:2]1[C:10]([NH:13][C:14]1[CH:19]=[CH:18][C:17]([N:20]2[C:26](=[O:27])[CH2:25][C:24](=[O:28])[NH:23][C:22]3[C:29]4[C:34]([CH:35]=[CH:36][C:21]2=3)=[CH:33][CH:32]=[CH:31][CH:30]=4)=[CH:16][CH:15]=1)=[O:12], predict the reactants needed to synthesize it. The reactants are: [O:1]1[C:5]2[CH:6]=[CH:7][CH:8]=[CH:9][C:4]=2[CH:3]=[C:2]1[C:10]([OH:12])=O.[NH2:13][C:14]1[CH:19]=[CH:18][C:17]([N:20]2[C:26](=[O:27])[CH2:25][C:24](=[O:28])[NH:23][C:22]3[C:29]4[C:34]([CH:35]=[CH:36][C:21]2=3)=[CH:33][CH:32]=[CH:31][CH:30]=4)=[CH:16][CH:15]=1.O1C2C=CC=CC=2C=C1C(Cl)=O.